This data is from Catalyst prediction with 721,799 reactions and 888 catalyst types from USPTO. The task is: Predict which catalyst facilitates the given reaction. (1) Reactant: [Br:1][C:2]1[CH:7]=[CH:6][C:5]([C:8]([C:10]2[CH:15]=[CH:14][C:13]([O:16]C)=[CH:12][CH:11]=2)=[O:9])=[CH:4][C:3]=1[CH3:18].[Al+3].[Cl-].[Cl-].[Cl-].O. Product: [Br:1][C:2]1[CH:7]=[CH:6][C:5]([C:8]([C:10]2[CH:15]=[CH:14][C:13]([OH:16])=[CH:12][CH:11]=2)=[O:9])=[CH:4][C:3]=1[CH3:18]. The catalyst class is: 48. (2) Reactant: CC[N:3]([CH2:6][CH3:7])CC.[CH:8]1[C:16]2[C:15]3[CH:17]=[CH:18][CH:19]=[CH:20][C:14]=3[O:13][C:12]=2[CH:11]=[CH:10][C:9]=1[S:21](Cl)(=[O:23])=[O:22].[N:25]#[C:26][NH2:27].[C:28](O)(C(F)(F)F)=O.BrC#N. Product: [C:26]([N:27]1[CH2:7][CH:6]([NH:3][S:21]([C:9]2[CH:10]=[CH:11][C:12]3[O:13][C:14]4[CH:20]=[CH:19][CH:18]=[CH:17][C:15]=4[C:16]=3[CH:8]=2)(=[O:23])=[O:22])[CH2:28]1)#[N:25]. The catalyst class is: 91. (3) Reactant: Cl[CH2:2][CH2:3][CH2:4][N:5]1[CH:11]=[CH:10][C:9]2[CH:12]=[CH:13][C:14]([O:16][CH3:17])=[CH:15][C:8]=2[CH2:7][C:6]1=[O:18].Cl.[CH3:20][NH:21][CH3:22].[I-].[K+].C(=O)([O-])[O-].[K+].[K+].C([O-])([O-])=O.[Na+].[Na+]. Product: [CH3:20][N:21]([CH3:22])[CH2:2][CH2:3][CH2:4][N:5]1[CH:11]=[CH:10][C:9]2[CH:12]=[CH:13][C:14]([O:16][CH3:17])=[CH:15][C:8]=2[CH2:7][C:6]1=[O:18]. The catalyst class is: 10. (4) Reactant: [C:1]([C:3]1[CH:4]=[C:5]2[C:10](=[CH:11][C:12]=1[OH:13])[N:9]=[CH:8][CH:7]=[C:6]2[O:14][C:15]1[CH:16]=[C:17]2[C:21](=[CH:22][CH:23]=1)[NH:20][CH:19]=[CH:18]2)#[N:2].[C:24](=[O:27])([O-:26])[O-:25].[K+].[K+].Br[CH2:31][CH:32]1[CH2:37][CH2:36][N:35](C(OC(C)(C)C)=O)[CH2:34][CH2:33]1.O. The catalyst class is: 9. Product: [C:1]([C:3]1[CH:4]=[C:5]2[C:10](=[CH:11][C:12]=1[O:13][CH2:31][CH:32]1[CH2:37][CH2:36][N:35]([O:27][C:24]([O:26][C:3]([CH3:4])([CH3:12])[CH3:1])=[O:25])[CH2:34][CH2:33]1)[N:9]=[CH:8][CH:7]=[C:6]2[O:14][C:15]1[CH:16]=[C:17]2[C:21](=[CH:22][CH:23]=1)[NH:20][CH:19]=[CH:18]2)#[N:2]. (5) Reactant: C([C@H:4]1[N:9](CC(F)(F)F)[C:8]2[CH:15]=[CH:16][C:17]([N+]([O-])=O)=[CH:18][C:7]=2[O:6][CH2:5]1)(C)C. Product: [O:6]1[C:7]2[CH:18]=[CH:17][CH:16]=[CH:15][C:8]=2[N:9]=[CH:4][CH2:5]1. The catalyst class is: 99. (6) Reactant: [NH:1]1[C:5]2=[CH:6][N:7]=[CH:8][CH:9]=[C:4]2[CH:3]=[CH:2]1.[Cl-].[Al+3].[Cl-].[Cl-].[Cl:14][C:15]([Cl:20])([Cl:19])[C:16](Cl)=[O:17]. Product: [Cl:14][C:15]([Cl:20])([Cl:19])[C:16]([C:3]1[C:4]2[C:5](=[CH:6][N:7]=[CH:8][CH:9]=2)[NH:1][CH:2]=1)=[O:17]. The catalyst class is: 2.